Dataset: NCI-60 drug combinations with 297,098 pairs across 59 cell lines. Task: Regression. Given two drug SMILES strings and cell line genomic features, predict the synergy score measuring deviation from expected non-interaction effect. (1) Cell line: T-47D. Drug 1: CCC(=C(C1=CC=CC=C1)C2=CC=C(C=C2)OCCN(C)C)C3=CC=CC=C3.C(C(=O)O)C(CC(=O)O)(C(=O)O)O. Drug 2: CC12CCC3C(C1CCC2OP(=O)(O)O)CCC4=C3C=CC(=C4)OC(=O)N(CCCl)CCCl.[Na+]. Synergy scores: CSS=2.31, Synergy_ZIP=-4.76, Synergy_Bliss=-3.94, Synergy_Loewe=-11.6, Synergy_HSA=-5.52. (2) Drug 1: CC1=C2C(C(=O)C3(C(CC4C(C3C(C(C2(C)C)(CC1OC(=O)C(C(C5=CC=CC=C5)NC(=O)C6=CC=CC=C6)O)O)OC(=O)C7=CC=CC=C7)(CO4)OC(=O)C)O)C)OC(=O)C. Drug 2: CC1CCCC2(C(O2)CC(NC(=O)CC(C(C(=O)C(C1O)C)(C)C)O)C(=CC3=CSC(=N3)C)C)C. Cell line: MCF7. Synergy scores: CSS=16.2, Synergy_ZIP=-8.71, Synergy_Bliss=-8.43, Synergy_Loewe=-5.33, Synergy_HSA=-2.23. (3) Drug 1: C1=CN(C=N1)CC(O)(P(=O)(O)O)P(=O)(O)O. Drug 2: CC1=C(N=C(N=C1N)C(CC(=O)N)NCC(C(=O)N)N)C(=O)NC(C(C2=CN=CN2)OC3C(C(C(C(O3)CO)O)O)OC4C(C(C(C(O4)CO)O)OC(=O)N)O)C(=O)NC(C)C(C(C)C(=O)NC(C(C)O)C(=O)NCCC5=NC(=CS5)C6=NC(=CS6)C(=O)NCCC[S+](C)C)O. Cell line: ACHN. Synergy scores: CSS=44.9, Synergy_ZIP=0.101, Synergy_Bliss=-0.909, Synergy_Loewe=-18.5, Synergy_HSA=-0.401. (4) Drug 2: C1C(C(OC1N2C=NC(=NC2=O)N)CO)O. Cell line: PC-3. Synergy scores: CSS=10.3, Synergy_ZIP=-5.47, Synergy_Bliss=-4.24, Synergy_Loewe=0.533, Synergy_HSA=0.465. Drug 1: C#CCC(CC1=CN=C2C(=N1)C(=NC(=N2)N)N)C3=CC=C(C=C3)C(=O)NC(CCC(=O)O)C(=O)O.